Dataset: Forward reaction prediction with 1.9M reactions from USPTO patents (1976-2016). Task: Predict the product of the given reaction. (1) Given the reactants [CH2:1]([O:8][CH2:9][CH2:10][S:11][C:12]1[CH:17]=[CH:16][CH:15]=[CH:14][C:13]=1[C:18]([NH:21][C:22]1[C:23](=[O:43])[N:24]([C:29]2[CH:30]=[C:31]([CH:38]=[C:39]([F:42])[C:40]=2[CH3:41])[C:32]([NH:34][CH:35]2[CH2:37][CH2:36]2)=[O:33])[CH:25]=[C:26](Br)[N:27]=1)([CH3:20])[CH3:19])[C:2]1[CH:7]=[CH:6][CH:5]=[CH:4][CH:3]=1.C([O-])=O.[NH4+], predict the reaction product. The product is: [CH2:1]([O:8][CH2:9][CH2:10][S:11][C:12]1[CH:17]=[CH:16][CH:15]=[CH:14][C:13]=1[C:18]([NH:21][C:22]1[C:23](=[O:43])[N:24]([C:29]2[CH:30]=[C:31]([CH:38]=[C:39]([F:42])[C:40]=2[CH3:41])[C:32]([NH:34][CH:35]2[CH2:37][CH2:36]2)=[O:33])[CH:25]=[CH:26][N:27]=1)([CH3:20])[CH3:19])[C:2]1[CH:7]=[CH:6][CH:5]=[CH:4][CH:3]=1. (2) The product is: [NH2:21][C:13]1[C:12]2[N:22]=[C:9]([CH2:8][NH:7][C:4]([CH:1]3[CH2:3][CH2:2]3)=[O:5])[N:10]([CH2:23][CH:24]([CH3:26])[CH3:25])[C:11]=2[C:20]2[CH:19]=[CH:18][CH:17]=[CH:16][C:15]=2[N:14]=1. Given the reactants [CH:1]1([C:4](Cl)=[O:5])[CH2:3][CH2:2]1.[NH2:7][CH2:8][C:9]1[N:10]([CH2:23][CH:24]([CH3:26])[CH3:25])[C:11]2[C:20]3[CH:19]=[CH:18][CH:17]=[CH:16][C:15]=3[N:14]=[C:13]([NH2:21])[C:12]=2[N:22]=1.C(N(CC)CC)C, predict the reaction product. (3) Given the reactants [F:1][C:2]1[CH:7]=[CH:6][CH:5]=[CH:4][C:3]=1[C:8]1[C:9]([N:14]2[CH2:19][CH2:18][N:17]([CH2:20][CH2:21][NH:22][CH3:23])[CH2:16][CH2:15]2)=[N:10][CH:11]=[CH:12][N:13]=1.C(N(CC)CC)C.[CH3:31][N:32]1[CH:36]=[C:35]([S:37]([Cl:40])(=[O:39])=[O:38])[N:34]=[C:33]1[CH3:41], predict the reaction product. The product is: [ClH:40].[F:1][C:2]1[CH:7]=[CH:6][CH:5]=[CH:4][C:3]=1[C:8]1[C:9]([N:14]2[CH2:15][CH2:16][N:17]([CH2:20][CH2:21][N:22]([CH3:23])[S:37]([C:35]3[N:34]=[C:33]([CH3:41])[N:32]([CH3:31])[CH:36]=3)(=[O:39])=[O:38])[CH2:18][CH2:19]2)=[N:10][CH:11]=[CH:12][N:13]=1. (4) Given the reactants [C:1]([C:5]1[N:6]=[C:7]2[CH:12]=[C:11]([C:13]([O:15][CH2:16][CH3:17])=[O:14])[CH:10]=[C:9]([CH3:18])[N:8]2[CH:19]=1)([CH3:4])([CH3:3])[CH3:2].[I:20]N1C(=O)CCC1=O.C(=O)([O-])O.[Na+], predict the reaction product. The product is: [C:1]([C:5]1[N:6]=[C:7]2[CH:12]=[C:11]([C:13]([O:15][CH2:16][CH3:17])=[O:14])[CH:10]=[C:9]([CH3:18])[N:8]2[C:19]=1[I:20])([CH3:3])([CH3:4])[CH3:2].